The task is: Predict the reaction yield, written as a fraction of the theoretical maximum amount of product (1.0 means a 100% yield; for example, 0.34 means a 34% yield).. This data is from Reaction yield outcomes from USPTO patents with 853,638 reactions. The reactants are [F:1][C:2]1[CH:3]=[CH:4][C:5]([CH3:32])=[C:6]([CH:31]=1)[O:7][CH2:8][C:9]1[C:18]([C:19]2[CH:24]=[CH:23][C:22]([OH:25])=[CH:21][C:20]=2[O:26][CH3:27])=[CH:17][CH:16]=[C:15]2[C:10]=1[C:11]([CH3:30])=[CH:12][C:13]([CH3:29])([CH3:28])[NH:14]2.[CH3:33][S:34](Cl)(=[O:36])=[O:35].C(N(CC)CC)C. The catalyst is C(Cl)Cl. The product is [F:1][C:2]1[CH:3]=[CH:4][C:5]([CH3:32])=[C:6]([CH:31]=1)[O:7][CH2:8][C:9]1[C:18]([C:19]2[CH:24]=[CH:23][C:22]([O:25][S:34]([CH3:33])(=[O:36])=[O:35])=[CH:21][C:20]=2[O:26][CH3:27])=[CH:17][CH:16]=[C:15]2[C:10]=1[C:11]([CH3:30])=[CH:12][C:13]([CH3:28])([CH3:29])[NH:14]2. The yield is 0.820.